Dataset: Forward reaction prediction with 1.9M reactions from USPTO patents (1976-2016). Task: Predict the product of the given reaction. (1) The product is: [NH:1]1[C:11]2[CH2:10][N:9]([C:13]([O:15][C:16]([CH3:19])([CH3:18])[CH3:17])=[O:14])[CH2:8][C:7]=2[CH:6]=[N:4]1. Given the reactants [NH2:1]N.C[N:4](/[CH:6]=[C:7]1/[CH2:8][N:9]([C:13]([O:15][C:16]([CH3:19])([CH3:18])[CH3:17])=[O:14])[CH2:10][C:11]/1=O)C, predict the reaction product. (2) Given the reactants [CH3:1][O:2][C:3](=[O:13])[C:4]1[CH:9]=[C:8]([F:10])[C:7]([OH:11])=[C:6]([Br:12])[CH:5]=1.C(=O)([O-])[O-].[K+].[K+].[C:20]([O:23][CH2:24][CH2:25]Br)(=[O:22])[CH3:21], predict the reaction product. The product is: [CH3:1][O:2][C:3](=[O:13])[C:4]1[CH:9]=[C:8]([F:10])[C:7]([O:11][CH2:25][CH2:24][O:23][C:20](=[O:22])[CH3:21])=[C:6]([Br:12])[CH:5]=1. (3) Given the reactants [Br:1][C:2]1[CH:3]=[C:4]([C:17]([F:20])([F:19])[F:18])[C:5]2[NH:6][C:7]3[C:12]([S:13][C:14]=2[CH:15]=1)=[CH:11][C:10]([Br:16])=[CH:9][CH:8]=3.[CH3:21][C:22]([O:25][C:26](O[C:26]([O:25][C:22]([CH3:24])([CH3:23])[CH3:21])=[O:27])=[O:27])([CH3:24])[CH3:23], predict the reaction product. The product is: [Br:1][C:2]1[CH:3]=[C:4]([C:17]([F:19])([F:18])[F:20])[C:5]2[N:6]([C:26]([O:25][C:22]([CH3:24])([CH3:23])[CH3:21])=[O:27])[C:7]3[C:12]([S:13][C:14]=2[CH:15]=1)=[CH:11][C:10]([Br:16])=[CH:9][CH:8]=3. (4) Given the reactants [OH:1][NH:2][C:3]([N:5]1[CH2:10][CH2:9][CH:8]([C@@H:11]2[O:29][C:14]3=[CH:15][N:16]=[C:17]([C:19]4[CH2:20][CH2:21][N:22]([S:25]([CH3:28])(=[O:27])=[O:26])[CH2:23][CH:24]=4)[CH:18]=[C:13]3[CH2:12]2)[CH2:7][CH2:6]1)=[NH:4].[C:30](O[C:30](=O)[CH:31]([CH3:33])[CH3:32])(=O)[CH:31]([CH3:33])[CH3:32], predict the reaction product. The product is: [CH:31]([C:33]1[O:1][N:2]=[C:3]([N:5]2[CH2:10][CH2:9][CH:8]([C@@H:11]3[O:29][C:14]4=[CH:15][N:16]=[C:17]([C:19]5[CH2:24][CH2:23][N:22]([S:25]([CH3:28])(=[O:27])=[O:26])[CH2:21][CH:20]=5)[CH:18]=[C:13]4[CH2:12]3)[CH2:7][CH2:6]2)[N:4]=1)([CH3:32])[CH3:30]. (5) Given the reactants C([N:8]1[CH2:13][CH2:12][C:11](=[CH:14][C:15]2[CH:22]=[CH:21][C:18]([C:19]#[N:20])=[CH:17][CH:16]=2)[CH2:10][CH2:9]1)C1C=CC=CC=1, predict the reaction product. The product is: [NH:8]1[CH2:9][CH2:10][CH:11]([CH2:14][C:15]2[CH:16]=[CH:17][C:18]([C:19]#[N:20])=[CH:21][CH:22]=2)[CH2:12][CH2:13]1.